Dataset: Blood-brain barrier permeability regression values from the B3DB database. Task: Regression/Classification. Given a drug SMILES string, predict its absorption, distribution, metabolism, or excretion properties. Task type varies by dataset: regression for continuous measurements (e.g., permeability, clearance, half-life) or binary classification for categorical outcomes (e.g., BBB penetration, CYP inhibition). For this dataset (b3db_regression), we predict Y. (1) The compound is C[C@H]1C(=O)NC2(CCCC2)C(=O)N1. The Y is -0.260 log(BB ratio). (2) The molecule is CCOC1=CC=C(C=C1)C2=NN3C(=C2C4=CC=C(C=C4)S(=O)(=O)C)C=CC=N3. The Y is 0.180 log(BB ratio).